This data is from Drug-target binding data from BindingDB using Kd measurements. The task is: Regression. Given a target protein amino acid sequence and a drug SMILES string, predict the binding affinity score between them. We predict pKd (pKd = -log10(Kd in M); higher means stronger binding). Dataset: bindingdb_kd. (1) The compound is CCCS(=O)(=O)Nc1cc(F)c(C(=O)c2c[nH]c3ncc(-c4ccc(Cl)cc4)cc23)c(F)c1. The pKd is 6.9. The target protein (P15056) has sequence MAALSGGGGGGAEPGQALFNGDMEPEAGAGAGAAASSAADPAIPEEVWNIKQMIKLTQEHIEALLDKFGGEHNPPSIYLEAYEEYTSKLDALQQREQQLLESLGNGTDFSVSSSASMDTVTSSSSSSLSVLPSSLSVFQNPTDVARSNPKSPQKPIVRVFLPNKQRTVVPARCGVTVRDSLKKALMMRGLIPECCAVYRIQDGEKKPIGWDTDISWLTGEELHVEVLENVPLTTHNFVRKTFFTLAFCDFCRKLLFQGFRCQTCGYKFHQRCSTEVPLMCVNYDQLDLLFVSKFFEHHPIPQEEASLAETALTSGSSPSAPASDSIGPQILTSPSPSKSIPIPQPFRPADEDHRNQFGQRDRSSSAPNVHINTIEPVNIDDLIRDQGFRGDGGSTTGLSATPPASLPGSLTNVKALQKSPGPQRERKSSSSSEDRNRMKTLGRRDSSDDWEIPDGQITVGQRIGSGSFGTVYKGKWHGDVAVKMLNVTAPTPQQLQAFKN.... (2) The drug is O=C([O-])CC1Sc2nnc(-c3ccco3)n2N=C1c1ccccc1. The target protein (Q48481) has sequence MNNKNIMIVGAGFSGVVIARQLAEQGYTVKIIDRRDHIGGNSYDTRDPQTDVMVHVYGPHIFHTDNETVWNYVNQYAEMMPYVNRVKATVNGQVFSLPINLHTINQFFAKTCSPDEARALISEKGDSSIVEPQTFEEQALRFIGKELYEAFFKGYTIKQWGMEPSELPASILKRLPVRFNYDDNYFNHKFQGMPKLGYTRMIEAIADHENISIELQREFLPEEREDYAHVFYSGPLDAFYSYQYGRLGYRTLDFEKFTYQGDYQGCAVMNYCSIDVPYTRITEHKYFSPWESHEGSVCYKEYSRACGENDIPYYPIRQMGEMALLEKYLSLAESEKNITFVGRLGTYRYLDMDVTIAEALKTADEFLSSVANQEEMPVFTVPVR. The pKd is 4.4. (3) The drug is C/C=C/C[C@@H](C)[C@@H](O)[C@H]1C(=O)N[C@@H](CC)C(=O)N(C)CC(=O)N(C)[C@@H]([C@@H](C)CC)C(=O)N[C@@H](C(C)C)C(=O)N(C)[C@@H](CC(C)C)C(=O)N[C@@H](C)C(=O)N[C@H](C)C(=O)N(C)[C@@H](CC(C)C)C(=O)N(C)[C@@H](CC(C)C)C(=O)N(C)[C@@H](C(C)C)C(=O)N1C. The target protein (P30405) has sequence MLALRCGSRWLGLLSVPRSVPLRLPAARACSKGSGDPSSSSSSGNPLVYLDVDANGKPLGRVVLELKADVVPKTAENFRALCTGEKGFGYKGSTFHRVIPSFMCQAGDFTNHNGTGGKSIYGSRFPDENFTLKHVGPGVLSMANAGPNTNGSQFFICTIKTDWLDGKHVVFGHVKEGMDVVKKIESFGSKSGRTSKKIVITDCGQLS. The pKd is 8.4. (4) The compound is CSCC[C@H](N)C(=O)N[C@@H](C)C(=O)N[C@@H](CCCNC(=N)N)C(=O)N[C@H](C(=O)N[C@@H](CCCC[NH+](C)C)C(=O)N[C@@H](CCC(N)=O)C(=O)N[C@H](C(=O)N[C@@H](C)C(=O)N[C@@H](CCCNC(=N)N)C(=O)N[C@@H](CCCCN)C(=O)N[C@@H](CO)C(=O)N[C@H](C(=O)NCC(=O)NCC(=O)N[C@@H](CCCCN)C(=O)N[C@@H](C)C(=O)N1CCC[C@H]1C(=O)N[C@@H](CCCNC(=N)N)C(=O)N[C@@H](CCCCN)C(=O)N[C@@H](CCC(N)=O)C(=O)N[C@@H](CC(C)C)C(=O)N[C@@H](C)C(=O)N[C@H](C(=O)N[C@@H](CCCCN)C(=O)N[C@@H](C)C(=O)O)[C@@H](C)O)[C@@H](C)O)[C@@H](C)O)[C@@H](C)O. The target protein sequence is SEPQDDDYLYCEMCQNFFIDSCAAHGPPTFVKDSAVDKGHPNRSALSLPPGLRIGPSGIPQAGLGVWNEASDLPLGLHFGPYEGRITEDEEAANNGYSWLITKGRNCYEYVDGKDKSWANWMRYVNCARDDEEQNLVAFQYHRQIFYRTCRVIRPGCELLVWYGDEYGQELGIKWGSKWKKELMAGREPKP. The pKd is 5.2.